This data is from Catalyst prediction with 721,799 reactions and 888 catalyst types from USPTO. The task is: Predict which catalyst facilitates the given reaction. (1) Reactant: C([O:3][C:4](=[O:39])[CH:5]([C:7]1[CH:8]=[C:9]([C:15]2[CH:20]=[CH:19][C:18]([C:21]([F:24])([F:23])[F:22])=[CH:17][C:16]=2[CH2:25][N:26]([C:29]([O:31]CC2C=CC=CC=2)=O)[CH2:27][CH3:28])[C:10]([O:13][CH3:14])=[CH:11][CH:12]=1)[CH3:6])C. Product: [CH2:25]([NH:26][C:29](=[O:31])[N:26]([CH2:25][C:16]1[CH:17]=[C:18]([C:21]([F:24])([F:23])[F:22])[CH:19]=[CH:20][C:15]=1[C:9]1[C:10]([O:13][CH3:14])=[CH:11][CH:12]=[C:7]([CH:5]([CH3:6])[C:4]([OH:3])=[O:39])[CH:8]=1)[CH2:27][CH3:28])[C:16]1[CH:17]=[CH:18][CH:19]=[CH:20][CH:15]=1. The catalyst class is: 50. (2) Reactant: C[O:2][C:3](=O)[C:4]1[C:9]([N:10]2[C:14](=[O:15])[N:13]([CH3:16])[N:12]=[N:11]2)=[CH:8][CH:7]=[C:6]([F:17])[C:5]=1[CH3:18].C([BH-](CC)CC)C.[Li+].O.Cl. Product: [OH:2][CH2:3][C:4]1[C:5]([CH3:18])=[C:6]([F:17])[CH:7]=[CH:8][C:9]=1[N:10]1[C:14](=[O:15])[N:13]([CH3:16])[N:12]=[N:11]1. The catalyst class is: 7. (3) Reactant: [C:1]([O:5][C:6]([N:8]1[CH2:13][CH2:12][C@H:11]([NH:14][C:15]([C:17]2[NH:18][C:19]([CH3:24])=[C:20]([Cl:23])[C:21]=2[Cl:22])=[O:16])[C@H:10]([CH2:25][O:26]S(C2C=CC(C)=CC=2)(=O)=O)[CH2:9]1)=[O:7])([CH3:4])([CH3:3])[CH3:2].[CH3:37][O-].[Na+]. Product: [C:1]([O:5][C:6]([N:8]1[CH2:13][CH2:12][C@H:11]([NH:14][C:15]([C:17]2[NH:18][C:19]([CH3:24])=[C:20]([Cl:23])[C:21]=2[Cl:22])=[O:16])[C@H:10]([CH2:25][O:26][CH3:37])[CH2:9]1)=[O:7])([CH3:4])([CH3:2])[CH3:3]. The catalyst class is: 5. (4) The catalyst class is: 2. Reactant: ClC(N(C)C)=C(C)C.[CH3:9][N:10]([CH3:37])[C:11]([C:13]1[N:14]=[CH:15][C:16]([O:19][C:20]2[CH:21]=[C:22]([CH:26]=[C:27]([O:29][C@H:30]3[CH2:34][CH2:33][N:32]([CH3:35])[C:31]3=[O:36])[CH:28]=2)[C:23]([OH:25])=O)=[N:17][CH:18]=1)=[O:12].[CH3:38][C:39]1[N:40]=[C:41]([NH2:44])[S:42][CH:43]=1.N1C=CC=CC=1. Product: [CH3:37][N:10]([CH3:9])[C:11]([C:13]1[CH:18]=[N:17][C:16]([O:19][C:20]2[CH:21]=[C:22]([C:23](=[O:25])[NH:44][C:41]3[S:42][CH:43]=[C:39]([CH3:38])[N:40]=3)[CH:26]=[C:27]([O:29][C@H:30]3[CH2:34][CH2:33][N:32]([CH3:35])[C:31]3=[O:36])[CH:28]=2)=[CH:15][N:14]=1)=[O:12].